Task: Regression/Classification. Given a drug SMILES string, predict its absorption, distribution, metabolism, or excretion properties. Task type varies by dataset: regression for continuous measurements (e.g., permeability, clearance, half-life) or binary classification for categorical outcomes (e.g., BBB penetration, CYP inhibition). Dataset: cyp3a4_veith.. Dataset: CYP3A4 inhibition data for predicting drug metabolism from PubChem BioAssay The molecule is CCOc1ccc(OCC)c(-c2c(=O)n(OCc3ccccc3C(=O)OC)c3ccccc3[n+]2[O-])c1. The result is 1 (inhibitor).